This data is from Forward reaction prediction with 1.9M reactions from USPTO patents (1976-2016). The task is: Predict the product of the given reaction. (1) Given the reactants [CH3:1][S:2]([C:5]1[CH:10]=[CH:9][C:8]([CH:11]([C:25]2[CH:30]=[CH:29][CH:28]=[CH:27][C:26]=2[CH3:31])[CH2:12][C:13]2([CH:18]3[CH2:23][CH2:22][CH:21]([OH:24])[CH2:20][CH2:19]3)[O:17][CH2:16][CH2:15][O:14]2)=[CH:7][CH:6]=1)(=[O:4])=[O:3].CC(OI1(OC(C)=O)(OC(C)=O)OC(=O)C2C1=CC=CC=2)=O, predict the reaction product. The product is: [CH3:1][S:2]([C:5]1[CH:10]=[CH:9][C:8]([CH:11]([C:25]2[CH:30]=[CH:29][CH:28]=[CH:27][C:26]=2[CH3:31])[CH2:12][C:13]2([CH:18]3[CH2:19][CH2:20][C:21](=[O:24])[CH2:22][CH2:23]3)[O:17][CH2:16][CH2:15][O:14]2)=[CH:7][CH:6]=1)(=[O:3])=[O:4]. (2) The product is: [Br:1][C:2]1[CH:3]=[C:4]([F:10])[C:5]([CH2:8][N:18]2[CH2:19][CH2:20][N:15]([S:12]([CH3:11])(=[O:14])=[O:13])[CH2:16][CH2:17]2)=[N:6][CH:7]=1.[Br:1][C:2]1[CH:3]=[C:4]([F:10])[C:5]([C:8]([N:18]2[CH2:19][CH2:20][N:15]([S:12]([CH3:11])(=[O:14])=[O:13])[CH2:16][CH2:17]2)=[O:9])=[N:6][CH:7]=1. Given the reactants [Br:1][C:2]1[CH:3]=[C:4]([F:10])[C:5]([CH:8]=[O:9])=[N:6][CH:7]=1.[CH3:11][S:12]([N:15]1[CH2:20][CH2:19][NH:18][CH2:17][CH2:16]1)(=[O:14])=[O:13].CN(C=O)C.[BH-](OC(C)=O)(OC(C)=O)OC(C)=O.[Na+], predict the reaction product. (3) Given the reactants [CH3:1][NH:2][C:3]1[N:4]([CH3:14])[N:5]=[C:6]([C:8]2[CH:9]=[N:10][CH:11]=[CH:12][CH:13]=2)[CH:7]=1.[C:15](Cl)(Cl)=[O:16].C1(C)C=CC=CC=1.[CH3:26][S:27][CH2:28][CH2:29][NH2:30], predict the reaction product. The product is: [CH3:1][N:2]([C:3]1[N:4]([CH3:14])[N:5]=[C:6]([C:8]2[CH:9]=[N:10][CH:11]=[CH:12][CH:13]=2)[CH:7]=1)[C:15]([NH:30][CH2:29][CH2:28][S:27][CH3:26])=[O:16]. (4) Given the reactants [O:1]1[C:5]2[CH:6]=[CH:7][C:8]([C:10](=[O:19])[CH2:11][C:12]3[CH:17]=[CH:16][CH:15]=[C:14]([CH3:18])[N:13]=3)=[CH:9][C:4]=2[O:3][CH2:2]1.[Br:20]Br, predict the reaction product. The product is: [Br-:20].[O:1]1[C:5]2[CH:6]=[CH:7][C:8]([C:10](=[O:19])[CH:11]([C:12]3[CH:17]=[CH:16][CH:15]=[C:14]([CH3:18])[NH+:13]=3)[Br:20])=[CH:9][C:4]=2[O:3][CH2:2]1. (5) Given the reactants [CH3:1][O:2][C:3]1[CH:4]=[C:5]([CH2:11][C:12](Cl)=[O:13])[CH:6]=[CH:7][C:8]=1[O:9][CH3:10].[CH3:15][O:16][C:17]1[CH:35]=[CH:34][C:20]([CH2:21][NH:22][C:23]([N:25]2[C:29]3[CH:30]=[CH:31][CH:32]=[CH:33][C:28]=3[N:27]=[N:26]2)=[NH:24])=[CH:19][CH:18]=1, predict the reaction product. The product is: [N:25]1([C:23]([NH:22][CH2:21][C:20]2[CH:19]=[CH:18][C:17]([O:16][CH3:15])=[CH:35][CH:34]=2)=[N:24][C:12](=[O:13])[CH2:11][C:5]2[CH:6]=[CH:7][C:8]([O:9][CH3:10])=[C:3]([O:2][CH3:1])[CH:4]=2)[C:29]2[CH:30]=[CH:31][CH:32]=[CH:33][C:28]=2[N:27]=[N:26]1. (6) The product is: [Cl:37][C:35]1[CH:34]=[CH:33][C:30]([C:31]#[N:32])=[C:29]([NH:28][C@H:23]2[CH2:24][CH2:25][CH2:26][CH2:27][C@@H:22]2[NH:21][C:9](=[O:10])[O:11][C:12]([CH3:13])([CH3:14])[CH3:15])[CH:36]=1. Given the reactants [C:9](O[C:9]([O:11][C:12]([CH3:15])([CH3:14])[CH3:13])=[O:10])([O:11][C:12]([CH3:15])([CH3:14])[CH3:13])=[O:10].C1COCC1.[NH2:21][C@H:22]1[CH2:27][CH2:26][CH2:25][CH2:24][C@@H:23]1[NH:28][C:29]1[CH:36]=[C:35]([Cl:37])[CH:34]=[CH:33][C:30]=1[C:31]#[N:32], predict the reaction product. (7) Given the reactants [CH2:1]([O:3][C:4]([N:6]1[CH2:12][CH2:11][C:10]2[C:13]([CH3:16])=[CH:14][S:15][C:9]=2[CH2:8][CH2:7]1)=[O:5])[CH3:2].CC(O)=O.C1C(=O)N([Br:28])C(=O)C1, predict the reaction product. The product is: [CH2:1]([O:3][C:4]([N:6]1[CH2:12][CH2:11][C:10]2[C:13]([CH3:16])=[C:14]([Br:28])[S:15][C:9]=2[CH2:8][CH2:7]1)=[O:5])[CH3:2].